Dataset: Forward reaction prediction with 1.9M reactions from USPTO patents (1976-2016). Task: Predict the product of the given reaction. (1) Given the reactants [NH2:1][C:2]1[N:7]=[C:6]([C:8]([NH:10][CH:11]([C:13]2[CH:14]=[N:15][C:16]([O:20][CH2:21][C:22]([F:25])([F:24])[F:23])=[C:17]([F:19])[CH:18]=2)[CH3:12])=[O:9])[CH:5]=[CH:4][N:3]=1.[C:26](Cl)(=[O:30])[CH:27]([CH3:29])[CH3:28], predict the reaction product. The product is: [F:19][C:17]1[CH:18]=[C:13]([CH:11]([NH:10][C:8]([C:6]2[CH:5]=[CH:4][N:3]=[C:2]([NH:1][C:26](=[O:30])[CH:27]([CH3:29])[CH3:28])[N:7]=2)=[O:9])[CH3:12])[CH:14]=[N:15][C:16]=1[O:20][CH2:21][C:22]([F:24])([F:23])[F:25]. (2) Given the reactants Br[C:2]1[CH:3]=[C:4]2[C:10]([C:11]3[CH:12]=[N:13][N:14]([CH2:16][C:17]4[CH:22]=[CH:21][CH:20]=[C:19]([C:23]([F:26])([F:25])[F:24])[CH:18]=4)[CH:15]=3)=[CH:9][N:8]([S:27]([C:30]3[CH:36]=[CH:35][C:33]([CH3:34])=[CH:32][CH:31]=3)(=[O:29])=[O:28])[C:5]2=[N:6][CH:7]=1.CC1(C)C(C)(C)OB([C:45]2[CH:46]=[C:47]([NH:51][S:52]([CH3:55])(=[O:54])=[O:53])[CH:48]=[CH:49][CH:50]=2)O1.C(=O)([O-])[O-].[Na+].[Na+], predict the reaction product. The product is: [S:27]([N:8]1[C:5]2=[N:6][CH:7]=[C:2]([C:45]3[CH:46]=[C:47]([NH:51][S:52]([CH3:55])(=[O:53])=[O:54])[CH:48]=[CH:49][CH:50]=3)[CH:3]=[C:4]2[C:10]([C:11]2[CH:12]=[N:13][N:14]([CH2:16][C:17]3[CH:22]=[CH:21][CH:20]=[C:19]([C:23]([F:26])([F:25])[F:24])[CH:18]=3)[CH:15]=2)=[CH:9]1)([C:30]1[CH:36]=[CH:35][C:33]([CH3:34])=[CH:32][CH:31]=1)(=[O:29])=[O:28]. (3) Given the reactants [C:1]([O:5][C:6]([NH:8][C@H:9]([CH2:13][C:14]1[S:15][CH:16]=[CH:17][CH:18]=1)[C:10]([OH:12])=[O:11])=[O:7])([CH3:4])([CH3:3])[CH3:2].CI.[H-].[Na+].[C:23](OCC)(=O)C, predict the reaction product. The product is: [C:1]([O:5][C:6]([N:8]([C@H:9]([CH2:13][C:14]1[S:15][CH:16]=[CH:17][CH:18]=1)[C:10]([OH:12])=[O:11])[CH3:23])=[O:7])([CH3:4])([CH3:2])[CH3:3]. (4) Given the reactants Cl.[NH2:2][CH2:3][C:4]1[CH:5]=[C:6]2[C:10](=[CH:11][CH:12]=1)[C:9](=[O:13])[N:8]([CH:14]1[CH2:19][CH2:18][C:17](=[O:20])[NH:16][C:15]1=[O:21])[CH2:7]2.[F:22][C:23]1[CH:24]=[C:25]([C:30]([F:35])([F:34])[C:31](O)=[O:32])[CH:26]=[CH:27][C:28]=1[F:29].F[P-](F)(F)(F)(F)F.CN(C(N(C)C)=[N+]1C2C(=NC=CC=2)[N+]([O-])=N1)C.C(N(C(C)C)CC)(C)C, predict the reaction product. The product is: [F:22][C:23]1[CH:24]=[C:25]([C:30]([F:35])([F:34])[C:31]([NH:2][CH2:3][C:4]2[CH:5]=[C:6]3[C:10](=[CH:11][CH:12]=2)[C:9](=[O:13])[N:8]([CH:14]2[CH2:19][CH2:18][C:17](=[O:20])[NH:16][C:15]2=[O:21])[CH2:7]3)=[O:32])[CH:26]=[CH:27][C:28]=1[F:29]. (5) Given the reactants [NH2:1][CH:2]1[C:10]2[C:5](=[CH:6][CH:7]=[CH:8][CH:9]=2)[CH2:4][CH2:3]1.[C:11](Cl)(=[O:20])[C:12]1[CH:17]=[CH:16][CH:15]=[C:14]([O:18][CH3:19])[CH:13]=1, predict the reaction product. The product is: [C:11]([NH:1][CH:2]1[C:10]2[C:5](=[CH:6][CH:7]=[CH:8][CH:9]=2)[CH2:4][CH2:3]1)(=[O:20])[C:12]1[CH:17]=[CH:16][CH:15]=[C:14]([O:18][CH3:19])[CH:13]=1. (6) Given the reactants [CH3:1][O:2][C:3](=[O:15])[C:4]1[C:9]([C:10]([F:13])([F:12])[F:11])=[CH:8][C:7](Cl)=[N:6][CH:5]=1.[Cl:16][C:17]1[CH:23]=[C:22]([Cl:24])[CH:21]=[CH:20][C:18]=1[NH2:19], predict the reaction product. The product is: [CH3:1][O:2][C:3](=[O:15])[C:4]1[C:9]([C:10]([F:13])([F:12])[F:11])=[CH:8][C:7]([NH:19][C:18]2[CH:20]=[CH:21][C:22]([Cl:24])=[CH:23][C:17]=2[Cl:16])=[N:6][CH:5]=1.